This data is from Reaction yield outcomes from USPTO patents with 853,638 reactions. The task is: Predict the reaction yield, written as a fraction of the theoretical maximum amount of product (1.0 means a 100% yield; for example, 0.34 means a 34% yield). (1) The reactants are [CH3:1][CH:2]([CH3:23])[CH2:3][NH:4][C:5]1[C:13]2[N:12]=[CH:11][N:10]([C:14]3[CH:22]=[CH:21][C:17]([C:18]([OH:20])=O)=[CH:16][CH:15]=3)[C:9]=2[CH:8]=[CH:7][CH:6]=1.CN(C(ON1N=NC2[CH:35]=[CH:36][CH:37]=[N:38]C1=2)=[N+](C)C)C.F[P-](F)(F)(F)(F)F.CCN(C(C)C)C(C)C.C1(N)CC1. The catalyst is C1COCC1. The product is [CH:37]1([NH:38][C:18](=[O:20])[C:17]2[CH:16]=[CH:15][C:14]([N:10]3[C:9]4[CH:8]=[CH:7][CH:6]=[C:5]([NH:4][CH2:3][CH:2]([CH3:23])[CH3:1])[C:13]=4[N:12]=[CH:11]3)=[CH:22][CH:21]=2)[CH2:35][CH2:36]1. The yield is 0.338. (2) The reactants are [F:1][C:2]1[CH:7]=[CH:6][C:5]([C:8]2[C:16]3[C:11](=[CH:12][CH:13]=C(C#N)[CH:15]=3)[NH:10][N:9]=2)=[CH:4][CH:3]=1.[C:19]([OH:22])(=[O:21])[CH3:20].Cl. The catalyst is O. The product is [F:1][C:2]1[CH:3]=[CH:4][C:5]([C:8]2[C:16]3[C:11](=[CH:12][CH:13]=[C:20]([C:19]([OH:22])=[O:21])[CH:15]=3)[NH:10][N:9]=2)=[CH:6][CH:7]=1. The yield is 0.860.